This data is from CYP2D6 inhibition data for predicting drug metabolism from PubChem BioAssay. The task is: Regression/Classification. Given a drug SMILES string, predict its absorption, distribution, metabolism, or excretion properties. Task type varies by dataset: regression for continuous measurements (e.g., permeability, clearance, half-life) or binary classification for categorical outcomes (e.g., BBB penetration, CYP inhibition). Dataset: cyp2d6_veith. (1) The molecule is COc1ccc(-c2nc3cnc(N4CCN(C)CC4)nc3n(Cc3ccc(F)cc3)c2=O)cc1. The result is 0 (non-inhibitor). (2) The compound is CCN1CCc2nc(N)oc2CC1. The result is 0 (non-inhibitor). (3) The compound is CCC(Sc1nc(=O)cc(N)n1CCc1ccccc1)C(=O)Nc1ccccc1C#N. The result is 1 (inhibitor). (4) The compound is COc1cccc(-c2cc(N(C)Cc3ccco3)ncn2)c1. The result is 1 (inhibitor). (5) The molecule is OCCn1cnc2c(SCc3ccccc3)ncnc21. The result is 0 (non-inhibitor). (6) The molecule is C[C@H]1C[C@H](C)C(=O)[C@@H]([C@H](O)CC2CC(=O)NC(=O)C2)C1. The result is 0 (non-inhibitor). (7) The drug is Cn1cccc1C(=O)N1CCC[C@@]2(CCN(Cc3cc(C(F)(F)F)cc(C(F)(F)F)c3)C2)C1. The result is 1 (inhibitor). (8) The drug is CO[C@H]1COC(=O)[C@H](C)NC(=O)C/C=C\[C@@H](C)[C@@H](NS(=O)(=O)c2ccc(C)cc2)COC(=O)[C@H](OCc2ccccc2)/C=C\[C@@H]1C. The result is 0 (non-inhibitor). (9) The drug is Nc1c(C(=O)NCC2CCCO2)c2nc3ccccc3nc2n1-c1ccccc1. The result is 0 (non-inhibitor). (10) The molecule is COc1cccc(Nc2ncc3nc(-c4ccccc4)c(=O)n(C4CC4)c3n2)c1. The result is 0 (non-inhibitor).